From a dataset of Forward reaction prediction with 1.9M reactions from USPTO patents (1976-2016). Predict the product of the given reaction. (1) Given the reactants [CH3:1][Si:2]([CH3:17])([C:11]1[CH:16]=[CH:15][CH:14]=[CH:13][CH:12]=1)[C:3]1[CH:10]=[CH:9][CH:8]=[CH:7][C:4]=1[CH:5]=O.[CH:18]1([NH2:21])[CH2:20][CH2:19]1.C(O)(=O)C.C([BH3-])#N.[Na+], predict the reaction product. The product is: [CH3:1][Si:2]([CH3:17])([C:11]1[CH:16]=[CH:15][CH:14]=[CH:13][CH:12]=1)[C:3]1[CH:10]=[CH:9][CH:8]=[CH:7][C:4]=1[CH2:5][NH:21][CH:18]1[CH2:20][CH2:19]1. (2) The product is: [CH3:16][C:10]1[CH:11]=[C:12]([NH2:15])[CH:13]=[CH:14][C:9]=1[O:8][C:6]1[CH:5]=[CH:4][N:3]=[C:2]([C:20]2[CH:21]=[N:17][N:18]([CH3:22])[CH:19]=2)[CH:7]=1. Given the reactants Cl[C:2]1[CH:7]=[C:6]([O:8][C:9]2[CH:14]=[CH:13][C:12]([NH2:15])=[CH:11][C:10]=2[CH3:16])[CH:5]=[CH:4][N:3]=1.[N:17]1[N:18]=[CH:19][CH2:20][CH:21]=1.[C:22]([O-])([O-])=O.[Cs+].[Cs+], predict the reaction product. (3) Given the reactants [NH2:1][C:2]1[C:7]([NH2:8])=[C:6]([C:9]2[CH:14]=[CH:13][C:12]([CH2:15][NH:16]C(=O)OC(C)(C)C)=[C:11]([F:24])[CH:10]=2)[CH:5]=[CH:4][N:3]=1.[CH3:25][O:26][C:27]1[CH:34]=[CH:33][C:30]([CH:31]=O)=[CH:29][CH:28]=1, predict the reaction product. The product is: [F:24][C:11]1[CH:10]=[C:9]([C:6]2[CH:5]=[CH:4][N:3]=[C:2]3[NH:1][C:31]([C:30]4[CH:33]=[CH:34][C:27]([O:26][CH3:25])=[CH:28][CH:29]=4)=[N:8][C:7]=23)[CH:14]=[CH:13][C:12]=1[CH2:15][NH2:16]. (4) Given the reactants [CH3:1][Li].CON(C)[C:6]([C:8]1[CH:13]=[CH:12][C:11]([O:14][CH2:15][C:16]2[CH:21]=[CH:20][CH:19]=[CH:18][CH:17]=2)=[CH:10][N:9]=1)=[O:7], predict the reaction product. The product is: [CH2:15]([O:14][C:11]1[CH:12]=[CH:13][C:8]([C:6](=[O:7])[CH3:1])=[N:9][CH:10]=1)[C:16]1[CH:17]=[CH:18][CH:19]=[CH:20][CH:21]=1. (5) Given the reactants [Cl:1][C:2]1[C:3](=[O:10])[NH:4][C:5]([CH3:9])=[C:6]([Cl:8])[CH:7]=1.C(=O)([O-])[O-].[K+].[K+].CS(O[CH2:22][CH2:23][CH2:24][C:25]1[CH:34]=[CH:33][C:28]([C:29]([O:31][CH3:32])=[O:30])=[CH:27][CH:26]=1)(=O)=O.[Cl-].[NH4+], predict the reaction product. The product is: [Cl:1][C:2]1[C:3](=[O:10])[N:4]([CH2:22][CH2:23][CH2:24][C:25]2[CH:34]=[CH:33][C:28]([C:29]([O:31][CH3:32])=[O:30])=[CH:27][CH:26]=2)[C:5]([CH3:9])=[C:6]([Cl:8])[CH:7]=1.